From a dataset of Reaction yield outcomes from USPTO patents with 853,638 reactions. Predict the reaction yield, written as a fraction of the theoretical maximum amount of product (1.0 means a 100% yield; for example, 0.34 means a 34% yield). The reactants are [CH3:1][C:2]1[CH:7]=[CH:6][C:5]([S:8]([O:11][CH2:12][CH:13]2[CH2:17][C:16]3[CH:18]=[CH:19][CH:20]=[C:21](Br)[C:15]=3[O:14]2)(=[O:10])=[O:9])=[CH:4][CH:3]=1.[CH3:23][O:24][C:25]1[CH:30]=[CH:29][C:28](B(O)O)=[CH:27][CH:26]=1.C(=O)([O-])[O-].[K+].[K+].CC1C=CC(S(OCC2CC3C(C4C=CC=CC=4)=CC=CC=3O2)(=O)=O)=CC=1. The catalyst is CC1C=CC=CC=1[P](C1C=CC=CC=1C)([Pd](Cl)(Cl)[P](C1=C(C)C=CC=C1)(C1C=CC=CC=1C)C1C=CC=CC=1C)C1C=CC=CC=1C. The product is [CH3:1][C:2]1[CH:7]=[CH:6][C:5]([S:8]([O:11][CH2:12][CH:13]2[CH2:17][C:16]3[CH:18]=[CH:19][CH:20]=[C:21]([C:28]4[CH:29]=[CH:30][C:25]([O:24][CH3:23])=[CH:26][CH:27]=4)[C:15]=3[O:14]2)(=[O:10])=[O:9])=[CH:4][CH:3]=1. The yield is 0.680.